Dataset: Peptide-MHC class I binding affinity with 185,985 pairs from IEDB/IMGT. Task: Regression. Given a peptide amino acid sequence and an MHC pseudo amino acid sequence, predict their binding affinity value. This is MHC class I binding data. The peptide sequence is RLYELIGSV. The MHC is HLA-B45:06 with pseudo-sequence HLA-B45:06. The binding affinity (normalized) is 0.213.